This data is from TCR-epitope binding with 47,182 pairs between 192 epitopes and 23,139 TCRs. The task is: Binary Classification. Given a T-cell receptor sequence (or CDR3 region) and an epitope sequence, predict whether binding occurs between them. (1) The epitope is TPRVTGGGAM. The TCR CDR3 sequence is CASSPQRNTEAFF. Result: 1 (the TCR binds to the epitope). (2) The epitope is FQPTNGVGY. The TCR CDR3 sequence is CASSLGGPFYNEQFF. Result: 1 (the TCR binds to the epitope). (3) The epitope is NEGVKAAW. The TCR CDR3 sequence is CASIFGELFF. Result: 1 (the TCR binds to the epitope). (4) The epitope is SSTFNVPMEKLK. The TCR CDR3 sequence is CASGPGNWYYEQYF. Result: 0 (the TCR does not bind to the epitope). (5) The epitope is IVTDFSVIK. The TCR CDR3 sequence is CASSHPASGQFF. Result: 1 (the TCR binds to the epitope). (6) The epitope is KLWAQCVQL. The TCR CDR3 sequence is CASSPGTSGHTDTQYF. Result: 1 (the TCR binds to the epitope). (7) The epitope is EHPTFTSQYRIQGKL. The TCR CDR3 sequence is CASRQGLAGSDTQYF. Result: 0 (the TCR does not bind to the epitope).